The task is: Predict the product of the given reaction.. This data is from Forward reaction prediction with 1.9M reactions from USPTO patents (1976-2016). (1) Given the reactants Cl([O-])=O.[Na+].P([O-])(O)(O)=[O:6].[Na+].[CH2:11]([O:18][C:19]1[CH:20]=[C:21]2[C:26](=[CH:27][CH:28]=1)[C:25]([CH:29]=[O:30])=[CH:24][CH:23]=[C:22]2[N:31]([CH2:39][C:40]1[CH:45]=[CH:44][CH:43]=[CH:42][CH:41]=1)[CH2:32][C:33]1[CH:38]=[CH:37][CH:36]=[CH:35][CH:34]=1)[C:12]1[CH:17]=[CH:16][CH:15]=[CH:14][CH:13]=1.CC(=CC)C, predict the reaction product. The product is: [CH2:11]([O:18][C:19]1[CH:20]=[C:21]2[C:26](=[CH:27][CH:28]=1)[C:25]([C:29]([OH:6])=[O:30])=[CH:24][CH:23]=[C:22]2[N:31]([CH2:32][C:33]1[CH:34]=[CH:35][CH:36]=[CH:37][CH:38]=1)[CH2:39][C:40]1[CH:45]=[CH:44][CH:43]=[CH:42][CH:41]=1)[C:12]1[CH:13]=[CH:14][CH:15]=[CH:16][CH:17]=1. (2) The product is: [C:11]([O:10][C:9]([N:8]([C@H:16]1[CH2:24][O:23][CH2:22][C@H:21]([CH2:25][C:26]2[C:35]3[C:30](=[CH:31][CH:32]=[CH:33][CH:34]=3)[CH:29]=[CH:28][CH:27]=2)[C@@H:20]([OH:36])[C@H:19]([CH3:47])[O:18][C:17]1=[O:48])[C:6](=[O:7])[O:5][C:1]([CH3:3])([CH3:4])[CH3:2])=[O:15])([CH3:12])([CH3:13])[CH3:14]. Given the reactants [C:1]([O:5][C:6]([N:8]([C@H:16]1[CH2:24][O:23][CH2:22][C@H:21]([CH2:25][C:26]2[C:35]3[C:30](=[CH:31][CH:32]=[CH:33][CH:34]=3)[CH:29]=[CH:28][CH:27]=2)[C@@H:20]([O:36][Si](C(C)C)(C(C)C)C(C)C)[C@H:19]([CH3:47])[O:18][C:17]1=[O:48])[C:9](=[O:15])[O:10][C:11]([CH3:14])([CH3:13])[CH3:12])=[O:7])([CH3:4])([CH3:3])[CH3:2].CCCC[N+](CCCC)(CCCC)CCCC.[F-], predict the reaction product. (3) The product is: [F:18][CH:16]([F:17])[O:15][C:12]1[CH:13]=[CH:14][C:9]([NH:8][C:7]2[CH:19]=[CH:20][C:4]([CH:2]([NH:1][C:33]([C:30]3([NH:29][C:27]([C:25]4[CH:24]=[N:23][CH:22]=[N:21][CH:26]=4)=[O:28])[CH2:32][CH2:31]3)=[O:34])[CH3:3])=[CH:5][CH:6]=2)=[CH:10][CH:11]=1. Given the reactants [NH2:1][CH:2]([C:4]1[CH:20]=[CH:19][C:7]([NH:8][C:9]2[CH:14]=[CH:13][C:12]([O:15][CH:16]([F:18])[F:17])=[CH:11][CH:10]=2)=[CH:6][CH:5]=1)[CH3:3].[N:21]1[CH:26]=[C:25]([C:27]([NH:29][C:30]2([C:33](O)=[O:34])[CH2:32][CH2:31]2)=[O:28])[CH:24]=[N:23][CH:22]=1, predict the reaction product. (4) Given the reactants [C:1]([C:5]1[CH:6]=[C:7]([NH:28][C:29]([NH:31][C@@H:32]2[C:41]3[C:36](=[CH:37][CH:38]=[CH:39][CH:40]=3)[C@H:35]([O:42][C:43]3[CH:44]=[CH:45][C:46]4[N:47]([C:49]([N:52]5[CH2:57][CH2:56][CH2:55][CH2:54][CH2:53]5)=[N:50][N:51]=4)[CH:48]=3)[CH2:34][CH2:33]2)=[O:30])[N:8]([C:10]2[CH:15]=[CH:14][C:13]([Cl:16])=[C:12]([O:17][CH2:18][CH2:19][CH2:20][O:21]C3CCCCO3)[CH:11]=2)[N:9]=1)([CH3:4])([CH3:3])[CH3:2].[CH3:58][S:59](Cl)(=[O:61])=[O:60].CCN(C(C)C)C(C)C, predict the reaction product. The product is: [C:1]([C:5]1[CH:6]=[C:7]([NH:28][C:29]([NH:31][C@@H:32]2[C:41]3[C:36](=[CH:37][CH:38]=[CH:39][CH:40]=3)[C@H:35]([O:42][C:43]3[CH:44]=[CH:45][C:46]4[N:47]([C:49]([N:52]5[CH2:57][CH2:56][CH2:55][CH2:54][CH2:53]5)=[N:50][N:51]=4)[CH:48]=3)[CH2:34][CH2:33]2)=[O:30])[N:8]([C:10]2[CH:15]=[CH:14][C:13]([Cl:16])=[C:12]([CH:11]=2)[O:17][CH2:18][CH2:19][CH2:20][O:21][S:59]([CH3:58])(=[O:61])=[O:60])[N:9]=1)([CH3:4])([CH3:3])[CH3:2]. (5) Given the reactants [CH2:1]([N:4]([CH2:27][CH2:28][CH3:29])[CH2:5][CH2:6][CH2:7][CH2:8][NH:9][C:10]([NH:12][C:13]1[CH:18]=[CH:17][C:16]([CH2:19][NH:20][CH2:21][C:22]2[NH:23][CH:24]=[CH:25][N:26]=2)=[CH:15][CH:14]=1)=[O:11])[CH2:2][CH3:3].[CH3:30][N:31]1[CH:35]=[CH:34][N:33]=[C:32]1[CH:36]=O.C([BH3-])#N.[Na+].C(O)(=O)C, predict the reaction product. The product is: [CH2:27]([N:4]([CH2:1][CH2:2][CH3:3])[CH2:5][CH2:6][CH2:7][CH2:8][NH:9][C:10]([NH:12][C:13]1[CH:14]=[CH:15][C:16]([CH2:19][N:20]([CH2:21][C:22]2[NH:26][CH:25]=[CH:24][N:23]=2)[CH2:36][C:32]2[N:31]([CH3:30])[CH:35]=[CH:34][N:33]=2)=[CH:17][CH:18]=1)=[O:11])[CH2:28][CH3:29].